Predict the reaction yield, written as a fraction of the theoretical maximum amount of product (1.0 means a 100% yield; for example, 0.34 means a 34% yield). From a dataset of Reaction yield outcomes from USPTO patents with 853,638 reactions. (1) The reactants are O[CH:2]=[C:3]1[C:8](=[O:9])[C:7]([CH3:11])([CH3:10])[CH2:6][C:5]([CH3:13])([CH3:12])[CH2:4]1.Cl.[NH2:15]O. The catalyst is C(O)C.O. The product is [CH3:12][C:5]1([CH3:13])[CH2:4][C:3]2[CH:2]=[N:15][O:9][C:8]=2[C:7]([CH3:11])([CH3:10])[CH2:6]1. The yield is 0.890. (2) The reactants are Cl.[NH2:2][CH2:3][C:4]1[C:9]([CH2:10][CH3:11])=[N:8][C:7]2[N:12]([CH2:15][CH3:16])[N:13]=[CH:14][C:6]=2[C:5]=1[NH:17][CH:18]1[CH2:23][CH2:22][O:21][CH2:20][CH2:19]1.[CH2:24]([O:26][C:27](=[O:32])[CH2:28][C:29](O)=[O:30])[CH3:25].CN(C(ON1N=NC2C=CC=CC1=2)=[N+](C)C)C.F[P-](F)(F)(F)(F)F.CCN(CC)CC. The catalyst is C(Cl)Cl. The product is [CH2:15]([N:12]1[C:7]2=[N:8][C:9]([CH2:10][CH3:11])=[C:4]([CH2:3][NH:2][C:29](=[O:30])[CH2:28][C:27]([O:26][CH2:24][CH3:25])=[O:32])[C:5]([NH:17][CH:18]3[CH2:19][CH2:20][O:21][CH2:22][CH2:23]3)=[C:6]2[CH:14]=[N:13]1)[CH3:16]. The yield is 0.550. (3) The product is [F:19][C:2]([F:1])([F:18])[C:3]1[N:4]([CH2:27][C:28]2[N:32]=[C:31]([C:33]3[CH:38]=[CH:37][CH:36]=[C:35]([C:39]([F:42])([F:40])[F:41])[CH:34]=3)[O:30][N:29]=2)[C:5]2[C:10]([CH:11]=1)=[C:9]([C:12]([F:14])([F:15])[F:13])[C:8]([C:16]#[N:17])=[CH:7][CH:6]=2. The reactants are [F:1][C:2]([F:19])([F:18])[C:3]1[NH:4][C:5]2[C:10]([CH:11]=1)=[C:9]([C:12]([F:15])([F:14])[F:13])[C:8]([C:16]#[N:17])=[CH:7][CH:6]=2.C([O-])([O-])=O.[Cs+].[Cs+].Cl[CH2:27][C:28]1[N:32]=[C:31]([C:33]2[CH:38]=[CH:37][CH:36]=[C:35]([C:39]([F:42])([F:41])[F:40])[CH:34]=2)[O:30][N:29]=1.CC#N. The yield is 0.620. The catalyst is CCOC(C)=O.